This data is from Reaction yield outcomes from USPTO patents with 853,638 reactions. The task is: Predict the reaction yield, written as a fraction of the theoretical maximum amount of product (1.0 means a 100% yield; for example, 0.34 means a 34% yield). (1) The reactants are Cl[C:2]1[C:7]([CH:8]=[O:9])=[C:6]([Cl:10])[N:5]=[C:4]([S:11][CH3:12])[N:3]=1.[F:13][C:14]1[CH:20]=[CH:19][CH:18]=[C:17]([F:21])[C:15]=1[NH2:16].CCN(CC)CC.O. The catalyst is C(Cl)(Cl)Cl. The product is [Cl:10][C:6]1[C:7]([CH:8]=[O:9])=[C:2]([NH:16][C:15]2[C:14]([F:13])=[CH:20][CH:19]=[CH:18][C:17]=2[F:21])[N:3]=[C:4]([S:11][CH3:12])[N:5]=1. The yield is 0.760. (2) The reactants are COC1C=C(OC)C=CC=1C[N:6]([C:32]1[CH:37]=[CH:36][N:35]=[CH:34][N:33]=1)[S:7]([C:10]1[CH:15]=[C:14]([F:16])[C:13]([O:17][C@H:18]2[CH2:24][CH2:23][CH2:22][CH2:21][CH2:20][C@@H:19]2[C:25]2[N:29]([CH3:30])[N:28]=[CH:27][CH:26]=2)=[CH:12][C:11]=1[F:31])(=[O:9])=[O:8].C([SiH](CC)CC)C.FC(F)(F)C(O)=O. The catalyst is ClCCl. The product is [F:31][C:11]1[CH:12]=[C:13]([O:17][C@H:18]2[CH2:24][CH2:23][CH2:22][CH2:21][CH2:20][C@@H:19]2[C:25]2[N:29]([CH3:30])[N:28]=[CH:27][CH:26]=2)[C:14]([F:16])=[CH:15][C:10]=1[S:7]([NH:6][C:32]1[CH:37]=[CH:36][N:35]=[CH:34][N:33]=1)(=[O:8])=[O:9]. The yield is 0.850. (3) The reactants are [Cl:1][C:2]1[CH:7]=[CH:6][C:5]([CH:8]2[C:13]([C:14]#[N:15])=[C:12]([CH2:16][CH:17]([CH3:19])[CH3:18])[NH:11][C:10]([CH3:20])=[C:9]2[C:21]([O:23][C:24]([CH3:27])([CH3:26])[CH3:25])=[O:22])=[CH:4][CH:3]=1.[N+]([O-])([O-])=O.[Ce+3].[NH4+].[NH4+].[N+]([O-])([O-])=O.[N+]([O-])([O-])=O.[N+]([O-])([O-])=O.[N+]([O-])([O-])=O. The catalyst is CC(C)=O. The product is [Cl:1][C:2]1[CH:3]=[CH:4][C:5]([C:8]2[C:9]([C:21]([O:23][C:24]([CH3:25])([CH3:26])[CH3:27])=[O:22])=[C:10]([CH3:20])[N:11]=[C:12]([CH2:16][CH:17]([CH3:18])[CH3:19])[C:13]=2[C:14]#[N:15])=[CH:6][CH:7]=1. The yield is 0.950. (4) The reactants are [C:1]1([C:7]([OH:9])=[O:8])([C:4](O)=[O:5])[CH2:3][CH2:2]1.C(N(CC)CC)C.S(Cl)(Cl)=O.[F:21][C:22]1[CH:28]=[CH:27][C:25]([NH2:26])=[CH:24][CH:23]=1. The catalyst is C1COCC1.C(OCC)(=O)C. The product is [F:21][C:22]1[CH:28]=[CH:27][C:25]([NH:26][C:4]([C:1]2([C:7]([OH:9])=[O:8])[CH2:3][CH2:2]2)=[O:5])=[CH:24][CH:23]=1. The yield is 0.652. (5) The catalyst is O1CCCC1. The yield is 0.990. The reactants are [Li+].[BH4-].Cl[Si](C)(C)C.[CH3:8][O:9][C:10]1[C:11]([CH3:19])=[C:12]([CH:16]=[CH:17][CH:18]=1)[C:13](O)=[O:14].CO. The product is [CH3:8][O:9][C:10]1[C:11]([CH3:19])=[C:12]([CH2:13][OH:14])[CH:16]=[CH:17][CH:18]=1. (6) The reactants are [O:1]1[C:5]2([CH2:10][CH2:9][N:8]([C:11]([C:13]3[NH:14][C:15]4[C:20]([CH:21]=3)=[CH:19][C:18]([C:22]([N:24]3[CH2:29][CH2:28][N:27]([CH:30]([CH3:32])[CH3:31])[CH2:26][CH2:25]3)=[O:23])=[CH:17][CH:16]=4)=[O:12])[CH2:7][CH2:6]2)[O:4][CH2:3][CH2:2]1.[Cl:33][C:34]1[CH:35]=[C:36](B(O)O)[CH:37]=[CH:38][CH:39]=1.N1C=CC=CC=1. The catalyst is ClCCl.C([O-])(=O)C.[Cu+2].C([O-])(=O)C. The product is [Cl:33][C:34]1[CH:39]=[C:38]([N:14]2[C:15]3[C:20](=[CH:19][C:18]([C:22]([N:24]4[CH2:25][CH2:26][N:27]([CH:30]([CH3:32])[CH3:31])[CH2:28][CH2:29]4)=[O:23])=[CH:17][CH:16]=3)[CH:21]=[C:13]2[C:11]([N:8]2[CH2:9][CH2:10][C:5]3([O:4][CH2:3][CH2:2][O:1]3)[CH2:6][CH2:7]2)=[O:12])[CH:37]=[CH:36][CH:35]=1. The yield is 0.500.